Dataset: Full USPTO retrosynthesis dataset with 1.9M reactions from patents (1976-2016). Task: Predict the reactants needed to synthesize the given product. (1) Given the product [ClH:57].[F:1][C:2]1[CH:3]=[C:4]([CH:53]=[C:54]([F:56])[CH:55]=1)[CH2:5][C@H:6]([NH:24][C:25]([C:27]1[C:28]2[CH2:29][CH2:30][N:31]([CH:46]([CH2:47][CH2:48][CH3:49])[CH2:50][CH2:51][CH3:52])[C:32](=[O:45])[C:33]=2[CH:34]=[C:35]([C:37]2[CH:42]=[CH:41][CH:40]=[C:39]([C:43]#[N:44])[CH:38]=2)[CH:36]=1)=[O:26])[C@H:7]([OH:23])[CH2:8][NH:9][C:10]1([C:13]2[CH:18]=[CH:17][CH:16]=[C:15]([C:19]([F:22])([F:21])[F:20])[CH:14]=2)[CH2:12][CH2:11]1, predict the reactants needed to synthesize it. The reactants are: [F:1][C:2]1[CH:3]=[C:4]([CH:53]=[C:54]([F:56])[CH:55]=1)[CH2:5][C@H:6]([NH:24][C:25]([C:27]1[C:28]2[CH2:29][CH2:30][N:31]([CH:46]([CH2:50][CH2:51][CH3:52])[CH2:47][CH2:48][CH3:49])[C:32](=[O:45])[C:33]=2[CH:34]=[C:35]([C:37]2[CH:42]=[CH:41][CH:40]=[C:39]([C:43]#[N:44])[CH:38]=2)[CH:36]=1)=[O:26])[C@H:7]([OH:23])[CH2:8][NH:9][C:10]1([C:13]2[CH:18]=[CH:17][CH:16]=[C:15]([C:19]([F:22])([F:21])[F:20])[CH:14]=2)[CH2:12][CH2:11]1.[ClH:57]. (2) Given the product [C:1]1([CH2:7][CH2:8]/[CH:9]=[CH:10]/[CH:11]=[CH:12]/[CH2:13][OH:14])[CH:6]=[CH:5][CH:4]=[CH:3][CH:2]=1, predict the reactants needed to synthesize it. The reactants are: [C:1]1([CH2:7][CH2:8]/[CH:9]=[CH:10]/[CH:11]=[CH:12]/[C:13](OCC)=[O:14])[CH:6]=[CH:5][CH:4]=[CH:3][CH:2]=1.CC(C[AlH]CC(C)C)C.Cl. (3) Given the product [N:12]1([CH2:11][C:9]2[N:10]=[C:6]3[N:7]([C:2]([NH:35][CH2:36][CH2:37][NH:38][C:39]4[N:40]=[CH:41][C:42]([C:43]#[N:44])=[CH:45][CH:46]=4)=[N:3][C:4]([C:18]4[CH:23]=[CH:22][C:21]([C:24]([F:27])([F:26])[F:25])=[CH:20][CH:19]=4)=[CH:5]3)[N:8]=2)[CH2:17][CH2:16][O:15][CH2:14][CH2:13]1, predict the reactants needed to synthesize it. The reactants are: Cl[C:2]1[N:7]2[N:8]=[C:9]([CH2:11][N:12]3[CH2:17][CH2:16][O:15][CH2:14][CH2:13]3)[N:10]=[C:6]2[CH:5]=[C:4]([C:18]2[CH:23]=[CH:22][C:21]([C:24]([F:27])([F:26])[F:25])=[CH:20][CH:19]=2)[N:3]=1.FC(F)(F)C(O)=O.[NH2:35][CH2:36][CH2:37][NH:38][C:39]1[CH:46]=[CH:45][C:42]([C:43]#[N:44])=[CH:41][N:40]=1.CS(C)=O.CCN(C(C)C)C(C)C.